The task is: Predict the reactants needed to synthesize the given product.. This data is from Full USPTO retrosynthesis dataset with 1.9M reactions from patents (1976-2016). (1) Given the product [Cl:1][C:2]1[N:10]=[C:9]2[C:5]([N:6]=[CH:7][N:8]2[N:21]2[C:22]3[C:18](=[CH:17][CH:16]=[C:15]([N+:12]([O-:14])=[O:13])[CH:23]=3)[CH2:19][CH2:20]2)=[CH:4][N:3]=1, predict the reactants needed to synthesize it. The reactants are: [Cl:1][C:2]1[N:10]=[C:9]2[C:5]([NH:6][CH:7]=[N:8]2)=[C:4](Cl)[N:3]=1.[N+:12]([C:15]1[CH:23]=[C:22]2[C:18]([CH2:19][CH2:20][NH:21]2)=[CH:17][CH:16]=1)([O-:14])=[O:13]. (2) Given the product [Br:20][C:17]1[CH:18]=[CH:19][C:14]([C:11]2[C:10]3[CH:21]=[CH:22][C:7]([O:6][CH2:5][CH2:4][CH2:3][CH2:2][NH:28][C:24]([CH3:25])([CH3:23])[C:26]#[CH:27])=[CH:8][C:9]=3[S:13][N:12]=2)=[CH:15][CH:16]=1, predict the reactants needed to synthesize it. The reactants are: Br[CH2:2][CH2:3][CH2:4][CH2:5][O:6][C:7]1[CH:22]=[CH:21][C:10]2[C:11]([C:14]3[CH:19]=[CH:18][C:17]([Br:20])=[CH:16][CH:15]=3)=[N:12][S:13][C:9]=2[CH:8]=1.[CH3:23][C:24]([NH2:28])([C:26]#[CH:27])[CH3:25]. (3) Given the product [C:15]([O:14][CH:13]1[CH2:12][CH2:11][CH2:10][CH2:9][CH2:8]1)(=[O:17])[CH3:16], predict the reactants needed to synthesize it. The reactants are: N1C=CC=CC=1.Cl[CH2:8][CH2:9][CH2:10][CH2:11][CH2:12][CH2:13][OH:14].[C:15](OC(=O)C)(=[O:17])[CH3:16]. (4) Given the product [Cl:20][CH2:19][CH2:18][N:12]1[CH2:13][CH2:14][N:9]([C:5]2[CH:6]=[CH:7][CH:8]=[C:3]([Cl:2])[CH:4]=2)[CH2:10][CH2:11]1, predict the reactants needed to synthesize it. The reactants are: Cl.[Cl:2][C:3]1[CH:4]=[C:5]([N:9]2[CH2:14][CH2:13][NH:12][CH2:11][CH2:10]2)[CH:6]=[CH:7][CH:8]=1.[OH-].[Na+].Br[CH2:18][CH2:19][Cl:20]. (5) Given the product [F:25][C:26]1[CH:31]=[C:30]([C:2]2[CH:11]=[CH:10][C:9]3[N:8]=[CH:7][C:6]4[N:12]([CH3:24])[C:13](=[O:23])[N:14]([C:15]5[C:16]([CH3:22])=[N:17][N:18]([CH3:21])[C:19]=5[CH3:20])[C:5]=4[C:4]=3[CH:3]=2)[CH:29]=[N:28][C:27]=1[NH:41][CH3:42], predict the reactants needed to synthesize it. The reactants are: Br[C:2]1[CH:11]=[CH:10][C:9]2[N:8]=[CH:7][C:6]3[N:12]([CH3:24])[C:13](=[O:23])[N:14]([C:15]4[C:16]([CH3:22])=[N:17][N:18]([CH3:21])[C:19]=4[CH3:20])[C:5]=3[C:4]=2[CH:3]=1.[F:25][C:26]1[C:27]([NH:41][CH3:42])=[N:28][CH:29]=[C:30](B2OC(C)(C)C(C)(C)O2)[CH:31]=1. (6) Given the product [Br:42][C:39]1[C:38]2=[N:43][C:35]3=[CH:36][N:37]2[C:12]([N:13]2[CH2:14][CH2:15][C:16]([CH3:50])([O:17][CH2:18][CH2:19][CH2:20][CH2:21][C@H:22]([CH3:47])[O:23][C:24]4[C:25]([F:46])=[CH:26][CH:27]=[CH:28][C:29]=4[C:30]4[CH:45]=[C:34]3[CH:33]=[CH:32][CH:31]=4)[CH2:48][CH2:49]2)=[C:11]([C@H:6]([O:5][C:1]([CH3:4])([CH3:3])[CH3:2])[C:7]([O:9][CH3:10])=[O:8])[C:40]=1[CH3:41], predict the reactants needed to synthesize it. The reactants are: [C:1]([O:5][C@@H:6]([C:11]1[C:40]([CH3:41])=[C:39]([Br:42])[C:38]2=[N:43][C:35]3=[C:36](Br)[N:37]2[C:12]=1[N:13]1[CH2:49][CH2:48][C:16]([CH3:50])([O:17][CH2:18][CH2:19][CH2:20][CH2:21][C@H:22]([CH3:47])[O:23][C:24]2[C:25]([F:46])=[CH:26][CH:27]=[CH:28][C:29]=2[C:30]2[CH:45]=[C:34]3[CH:33]=[CH:32][CH:31]=2)[CH2:15][CH2:14]1)[C:7]([O:9][CH3:10])=[O:8])([CH3:4])([CH3:3])[CH3:2].C([O-])=O.[NH4+].